From a dataset of Ames mutagenicity test results for genotoxicity prediction. Regression/Classification. Given a drug SMILES string, predict its toxicity properties. Task type varies by dataset: regression for continuous values (e.g., LD50, hERG inhibition percentage) or binary classification for toxic/non-toxic outcomes (e.g., AMES mutagenicity, cardiotoxicity, hepatotoxicity). Dataset: ames. The compound is CC(=O)C1(C)OC12C=Cc1ccccc1C2=O. The result is 0 (non-mutagenic).